This data is from Peptide-MHC class I binding affinity with 185,985 pairs from IEDB/IMGT. The task is: Regression. Given a peptide amino acid sequence and an MHC pseudo amino acid sequence, predict their binding affinity value. This is MHC class I binding data. (1) The peptide sequence is RKRRWRRR. The MHC is HLA-B27:05 with pseudo-sequence HLA-B27:05. The binding affinity (normalized) is 0.315. (2) The peptide sequence is RRFNLFNKF. The MHC is HLA-B58:01 with pseudo-sequence HLA-B58:01. The binding affinity (normalized) is 0.0847. (3) The peptide sequence is ILNHKFCNL. The MHC is HLA-A80:01 with pseudo-sequence HLA-A80:01. The binding affinity (normalized) is 0.0847. (4) The peptide sequence is ISTQNHRAL. The MHC is H-2-Kd with pseudo-sequence H-2-Kd. The binding affinity (normalized) is 0.543.